This data is from NCI-60 drug combinations with 297,098 pairs across 59 cell lines. The task is: Regression. Given two drug SMILES strings and cell line genomic features, predict the synergy score measuring deviation from expected non-interaction effect. (1) Drug 1: CCN(CC)CCNC(=O)C1=C(NC(=C1C)C=C2C3=C(C=CC(=C3)F)NC2=O)C. Cell line: MOLT-4. Synergy scores: CSS=-4.08, Synergy_ZIP=2.03, Synergy_Bliss=5.62, Synergy_Loewe=-6.48, Synergy_HSA=-3.53. Drug 2: CNC(=O)C1=NC=CC(=C1)OC2=CC=C(C=C2)NC(=O)NC3=CC(=C(C=C3)Cl)C(F)(F)F. (2) Drug 1: CCN(CC)CCNC(=O)C1=C(NC(=C1C)C=C2C3=C(C=CC(=C3)F)NC2=O)C. Drug 2: CN(CC1=CN=C2C(=N1)C(=NC(=N2)N)N)C3=CC=C(C=C3)C(=O)NC(CCC(=O)O)C(=O)O. Cell line: A549. Synergy scores: CSS=39.2, Synergy_ZIP=1.10, Synergy_Bliss=0.327, Synergy_Loewe=-11.3, Synergy_HSA=-1.28. (3) Drug 1: CC1=C(C(CCC1)(C)C)C=CC(=CC=CC(=CC(=O)O)C)C. Drug 2: C(CN)CNCCSP(=O)(O)O. Cell line: SF-268. Synergy scores: CSS=2.57, Synergy_ZIP=-0.985, Synergy_Bliss=0.157, Synergy_Loewe=-20.0, Synergy_HSA=-0.715. (4) Drug 2: C1CCC(C(C1)N)N.C(=O)(C(=O)[O-])[O-].[Pt+4]. Cell line: OVCAR-8. Synergy scores: CSS=40.2, Synergy_ZIP=11.7, Synergy_Bliss=8.17, Synergy_Loewe=7.15, Synergy_HSA=13.3. Drug 1: C1=CC(=CC=C1CCC2=CNC3=C2C(=O)NC(=N3)N)C(=O)NC(CCC(=O)O)C(=O)O. (5) Drug 1: CCC1(CC2CC(C3=C(CCN(C2)C1)C4=CC=CC=C4N3)(C5=C(C=C6C(=C5)C78CCN9C7C(C=CC9)(C(C(C8N6C=O)(C(=O)OC)O)OC(=O)C)CC)OC)C(=O)OC)O.OS(=O)(=O)O. Drug 2: C(CC(=O)O)C(=O)CN.Cl. Cell line: M14. Synergy scores: CSS=12.6, Synergy_ZIP=-3.43, Synergy_Bliss=-0.813, Synergy_Loewe=0.985, Synergy_HSA=0.488. (6) Drug 1: CNC(=O)C1=CC=CC=C1SC2=CC3=C(C=C2)C(=NN3)C=CC4=CC=CC=N4. Drug 2: C(CCl)NC(=O)N(CCCl)N=O. Cell line: HCT-15. Synergy scores: CSS=-1.38, Synergy_ZIP=-0.757, Synergy_Bliss=-3.00, Synergy_Loewe=-5.01, Synergy_HSA=-4.56. (7) Drug 1: COC1=CC(=CC(=C1O)OC)C2C3C(COC3=O)C(C4=CC5=C(C=C24)OCO5)OC6C(C(C7C(O6)COC(O7)C8=CC=CS8)O)O. Drug 2: C(CN)CNCCSP(=O)(O)O. Cell line: HL-60(TB). Synergy scores: CSS=56.2, Synergy_ZIP=-0.951, Synergy_Bliss=-0.309, Synergy_Loewe=-18.4, Synergy_HSA=1.57.